From a dataset of Forward reaction prediction with 1.9M reactions from USPTO patents (1976-2016). Predict the product of the given reaction. (1) Given the reactants Cl[C:2]1[C:3]([CH:8]2[CH2:11][N:10]([C:12]3[CH:21]=[CH:20][C:19]4[C:14](=[CH:15][CH:16]=[CH:17][CH:18]=4)[N:13]=3)[CH2:9]2)=[N:4][CH:5]=[CH:6][N:7]=1.[C:22]1(B(O)O)[CH:27]=[CH:26][CH:25]=[CH:24][CH:23]=1.P([O-])([O-])([O-])=O.[K+].[K+].[K+].O, predict the reaction product. The product is: [C:22]1([C:2]2[C:3]([CH:8]3[CH2:11][N:10]([C:12]4[CH:21]=[CH:20][C:19]5[C:14](=[CH:15][CH:16]=[CH:17][CH:18]=5)[N:13]=4)[CH2:9]3)=[N:4][CH:5]=[CH:6][N:7]=2)[CH:27]=[CH:26][CH:25]=[CH:24][CH:23]=1. (2) Given the reactants C([Li])CCC.C(NC(C)C)(C)C.[O:13]=[C:14]1[CH2:19][CH2:18][N:17]([C:20]([O:22][CH2:23][C:24]2[CH:29]=[CH:28][CH:27]=[CH:26][CH:25]=2)=[O:21])[CH2:16][CH2:15]1.C1C=CC(N([S:37]([C:40]([F:43])([F:42])[F:41])(=[O:39])=[O:38])[S:37]([C:40]([F:43])([F:42])[F:41])(=[O:39])=[O:38])=CC=1, predict the reaction product. The product is: [F:41][C:40]([F:43])([F:42])[S:37]([O:13][C:14]1[CH2:19][CH2:18][N:17]([C:20]([O:22][CH2:23][C:24]2[CH:29]=[CH:28][CH:27]=[CH:26][CH:25]=2)=[O:21])[CH2:16][CH:15]=1)(=[O:39])=[O:38].